From a dataset of Peptide-MHC class I binding affinity with 185,985 pairs from IEDB/IMGT. Regression. Given a peptide amino acid sequence and an MHC pseudo amino acid sequence, predict their binding affinity value. This is MHC class I binding data. (1) The peptide sequence is YSRPWNWTF. The MHC is HLA-B40:13 with pseudo-sequence HLA-B40:13. The binding affinity (normalized) is 0.523. (2) The peptide sequence is CGSVGFNIDY. The MHC is HLA-A29:02 with pseudo-sequence HLA-A29:02. The binding affinity (normalized) is 0.385.